From a dataset of TCR-epitope binding with 47,182 pairs between 192 epitopes and 23,139 TCRs. Binary Classification. Given a T-cell receptor sequence (or CDR3 region) and an epitope sequence, predict whether binding occurs between them. (1) The epitope is LLDFVRFMGV. The TCR CDR3 sequence is CASSSTGGGEKDQPQHF. Result: 1 (the TCR binds to the epitope). (2) The epitope is AYILFTRFFYV. The TCR CDR3 sequence is CASSGRDRQNTEAFF. Result: 0 (the TCR does not bind to the epitope). (3) The epitope is TLIGDCATV. The TCR CDR3 sequence is CASRDRGSEQYF. Result: 1 (the TCR binds to the epitope). (4) The epitope is SLYNTVATL. The TCR CDR3 sequence is CASSFGSEAFF. Result: 1 (the TCR binds to the epitope). (5) Result: 0 (the TCR does not bind to the epitope). The epitope is KAFSPEVIPMF. The TCR CDR3 sequence is CASKSTRDSPNNQPQHF. (6) The epitope is SEVGPEHSLAEY. The TCR CDR3 sequence is CASSPMEGPYNSPLHF. Result: 1 (the TCR binds to the epitope). (7) The epitope is VLWAHGFEL. The TCR CDR3 sequence is CASSLDSGGNEQYF. Result: 1 (the TCR binds to the epitope). (8) The epitope is VTEHDTLLY. The TCR CDR3 sequence is CASSQDKTRSRGSYNEQFF. Result: 1 (the TCR binds to the epitope). (9) The epitope is LLQTGIHVRVSQPSL. The TCR CDR3 sequence is CASSHPTGSVDTQYF. Result: 0 (the TCR does not bind to the epitope). (10) The epitope is QARQMVQAMRTIGTHP. The TCR CDR3 sequence is CSVEWGQGNTGELFF. Result: 0 (the TCR does not bind to the epitope).